Dataset: Full USPTO retrosynthesis dataset with 1.9M reactions from patents (1976-2016). Task: Predict the reactants needed to synthesize the given product. (1) Given the product [O:36]=[C:30]1[CH2:29][CH:28]2[N:35]([C:9]([NH:11][CH:12]3[CH2:17][CH2:16][CH2:15][N:14]([C:18]([O:20][C:21]([CH3:22])([CH3:23])[CH3:24])=[O:19])[CH2:13]3)=[O:10])[CH:32]([CH2:33][CH2:34]2)[CH2:31]1, predict the reactants needed to synthesize it. The reactants are: [N+](C1C=CC(O[C:9]([NH:11][CH:12]2[CH2:17][CH2:16][CH2:15][N:14]([C:18]([O:20][C:21]([CH3:24])([CH3:23])[CH3:22])=[O:19])[CH2:13]2)=[O:10])=CC=1)([O-])=O.Cl.[CH:28]12[NH:35][CH:32]([CH2:33][CH2:34]1)[CH2:31][C:30](=[O:36])[CH2:29]2.C(#N)C.C(N(CC)CC)C. (2) Given the product [F:1][C@H:2]1[C@@H:7]([O:8][C:9]2[CH:16]=[CH:15][C:14]([C:17]3[N:22]=[C:21]([NH:23][C:24]4[CH:29]=[CH:28][C:27]([N:30]5[CH2:31][CH2:32][N:33]([CH:36]6[CH2:41][CH2:40][O:39][CH2:38][CH2:37]6)[CH2:34][CH2:35]5)=[CH:26][CH:25]=4)[N:20]=[CH:19][N:18]=3)=[CH:13][C:10]=2[C:11]#[N:12])[CH2:6][CH2:5][N:4]([C:76](=[O:77])[CH2:75][OH:78])[CH2:3]1, predict the reactants needed to synthesize it. The reactants are: [F:1][C@H:2]1[C@@H:7]([O:8][C:9]2[CH:16]=[CH:15][C:14]([C:17]3[N:22]=[C:21]([NH:23][C:24]4[CH:29]=[CH:28][C:27]([N:30]5[CH2:35][CH2:34][N:33]([CH:36]6[CH2:41][CH2:40][O:39][CH2:38][CH2:37]6)[CH2:32][CH2:31]5)=[CH:26][CH:25]=4)[N:20]=[CH:19][N:18]=3)=[CH:13][C:10]=2[C:11]#[N:12])[CH2:6][CH2:5][NH:4][CH2:3]1.C(N(CC)C(C)C)(C)C.CN(C(ON1N=NC2C=CC=NC1=2)=[N+](C)C)C.F[P-](F)(F)(F)(F)F.[C:75](O)(=[O:78])[CH2:76][OH:77]. (3) Given the product [Br:1][C:2]1[C:7]2[C:8](=[O:9])[N:10]([CH2:16][OH:19])[CH2:14][O:11][C:6]=2[C:5]([O:12][CH3:13])=[CH:4][CH:3]=1, predict the reactants needed to synthesize it. The reactants are: [Br:1][C:2]1[C:7]([C:8]([NH2:10])=[O:9])=[C:6]([OH:11])[C:5]([O:12][CH3:13])=[CH:4][CH:3]=1.[CH2:14]=O.[C:16](=[O:19])([O-])[O-].[Na+].[Na+]. (4) The reactants are: [Si]([O:8][CH2:9][C:10]1[CH:11]=[C:12]([CH:37]=[CH:38][C:39]=1[CH2:40][O:41][Si](C(C)(C)C)(C)C)[CH2:13][O:14][C:15]1[CH:16]=[C:17](/[C:21](/[CH2:35][CH3:36])=[CH:22]/[CH:23]=[CH:24]/[C:25]([C:31]([F:34])([F:33])[F:32])([OH:30])[C:26]([F:29])([F:28])[F:27])[CH:18]=[CH:19][CH:20]=1)(C(C)(C)C)(C)C.[F-].C([N+](CCCC)(CCCC)CCCC)CCC. Given the product [OH:8][CH2:9][C:10]1[CH:11]=[C:12]([CH:37]=[CH:38][C:39]=1[CH2:40][OH:41])[CH2:13][O:14][C:15]1[CH:16]=[C:17](/[C:21](/[CH2:35][CH3:36])=[CH:22]/[CH:23]=[CH:24]/[C:25]([C:26]([F:27])([F:28])[F:29])([OH:30])[C:31]([F:33])([F:34])[F:32])[CH:18]=[CH:19][CH:20]=1, predict the reactants needed to synthesize it.